This data is from Full USPTO retrosynthesis dataset with 1.9M reactions from patents (1976-2016). The task is: Predict the reactants needed to synthesize the given product. (1) Given the product [CH3:5][O:6][C:7]1[CH:16]=[C:15]2[C:10]([N:11]=[CH:12][C:13](=[O:38])[N:14]2[CH2:17][CH2:18][CH2:19][C:20]2([C:33]([O:35][CH2:36][CH3:37])=[O:34])[CH2:25][CH2:24][NH:23][CH2:22][CH2:21]2)=[CH:9][CH:8]=1, predict the reactants needed to synthesize it. The reactants are: C(Cl)(Cl)Cl.[CH3:5][O:6][C:7]1[CH:16]=[C:15]2[C:10]([N:11]=[CH:12][C:13](=[O:38])[N:14]2[CH2:17][CH2:18][CH2:19][C:20]2([C:33]([O:35][CH2:36][CH3:37])=[O:34])[CH2:25][CH2:24][N:23](C(OC(C)(C)C)=O)[CH2:22][CH2:21]2)=[CH:9][CH:8]=1.FC(F)(F)C(O)=O.C(OCC)(=O)C. (2) Given the product [Cl:34][C:35]1[CH:40]=[C:39]([F:41])[CH:38]=[CH:37][C:36]=1[S:42]([N:14]1[CH2:19][CH2:18][CH:17]([N:20]2[C:24]3[CH:25]=[N:26][CH:27]=[CH:28][C:23]=3[N:22]([CH2:29][C:30]([OH:32])=[O:31])[C:21]2=[O:33])[CH2:16][CH2:15]1)(=[O:44])=[O:43], predict the reactants needed to synthesize it. The reactants are: CS(C1C=CC=CC=1S([N:14]1[CH2:19][CH2:18][CH:17]([N:20]2[C:24]3[CH:25]=[N:26][CH:27]=[CH:28][C:23]=3[N:22]([CH2:29][C:30]([OH:32])=[O:31])[C:21]2=[O:33])[CH2:16][CH2:15]1)(=O)=O)(=O)=O.[Cl:34][C:35]1[CH:40]=[C:39]([F:41])[CH:38]=[CH:37][C:36]=1[S:42](Cl)(=[O:44])=[O:43]. (3) Given the product [ClH:20].[NH2:7][C@@H:8]([CH3:9])[C:10]([NH:11][CH:12]1[CH2:17][CH2:16][CH2:15][CH2:14][CH2:13]1)=[O:18], predict the reactants needed to synthesize it. The reactants are: C(OC(=O)[NH:7][C@H:8]([C:10](=[O:18])[NH:11][CH:12]1[CH2:17][CH2:16][CH2:15][CH2:14][CH2:13]1)[CH3:9])(C)(C)C.[ClH:20].